From a dataset of Forward reaction prediction with 1.9M reactions from USPTO patents (1976-2016). Predict the product of the given reaction. (1) The product is: [C:1]([O:5][C:6]([CH:8]1[CH:14]([C:15]([OH:17])=[O:16])[CH2:13][CH:12]=[CH:11][CH2:10][N:9]1[S:25]([C:28]1[CH:33]=[CH:32][C:31]([O:34][CH3:35])=[CH:30][CH:29]=1)(=[O:27])=[O:26])=[O:7])([CH3:4])([CH3:3])[CH3:2]. Given the reactants [C:1]([O:5][C:6]([CH:8]1[CH:14]([C:15]([O:17]CC2C=CC=CC=2)=[O:16])[CH2:13][CH:12]=[CH:11][CH2:10][N:9]1[S:25]([C:28]1[CH:33]=[CH:32][C:31]([O:34][CH3:35])=[CH:30][CH:29]=1)(=[O:27])=[O:26])=[O:7])([CH3:4])([CH3:3])[CH3:2].O[Li].O, predict the reaction product. (2) Given the reactants [C:1]([O:5][C:6]([N:8]([CH2:27][CH:28]1[CH2:30][CH2:29]1)[C:9]1[N:10]=[CH:11][C:12]([O:15][C:16]2[CH:17]=[C:18]([CH:23]=[C:24]([OH:26])[CH:25]=2)[C:19]([O:21][CH3:22])=[O:20])=[N:13][CH:14]=1)=[O:7])([CH3:4])([CH3:3])[CH3:2].Cl[C:32]([F:37])([F:36])C([O-])=O.[Na+].C(=O)([O-])[O-].[Cs+].[Cs+].CN(C=O)C, predict the reaction product. The product is: [C:1]([O:5][C:6]([N:8]([CH2:27][CH:28]1[CH2:29][CH2:30]1)[C:9]1[N:10]=[CH:11][C:12]([O:15][C:16]2[CH:17]=[C:18]([CH:23]=[C:24]([O:26][CH:32]([F:37])[F:36])[CH:25]=2)[C:19]([O:21][CH3:22])=[O:20])=[N:13][CH:14]=1)=[O:7])([CH3:4])([CH3:2])[CH3:3]. (3) Given the reactants [CH3:1][S:2]([O:5][CH2:6][CH2:7][C:8]1[CH:13]=[CH:12][CH:11]=[C:10]([N+:14]([O-:16])=[O:15])[CH:9]=1)(=[O:4])=[O:3].[N+:17]([C:20]1[CH:21]=[C:22](CCO)C=[CH:24][CH:25]=1)([O-:19])=[O:18].[N+](C1C=CC(S(Cl)(=O)=O)=CC=1)([O-])=O, predict the reaction product. The product is: [N+:17]([C:20]1[CH:21]=[CH:22][C:1]([S:2]([O:5][CH2:6][CH2:7][C:8]2[CH:13]=[CH:12][CH:11]=[C:10]([N+:14]([O-:16])=[O:15])[CH:9]=2)(=[O:3])=[O:4])=[CH:24][CH:25]=1)([O-:19])=[O:18]. (4) Given the reactants Cl[C:2]1[CH:10]=[CH:9][C:8]2[N:7]([CH:11]=[C:12]([C:14]3[CH:19]=[CH:18][N:17]=[CH:16][CH:15]=3)[CH3:13])[C:6]3[CH2:20][CH2:21][N:22]([CH3:24])[CH2:23][C:5]=3[C:4]=2[CH:3]=1.CC(C)([O-])C.[Na+].[CH:31]1([NH2:35])[CH2:34][CH2:33][CH2:32]1, predict the reaction product. The product is: [CH:31]1([NH:35][C:2]2[CH:10]=[CH:9][C:8]3[N:7](/[CH:11]=[C:12](/[C:14]4[CH:19]=[CH:18][N:17]=[CH:16][CH:15]=4)\[CH3:13])[C:6]4[CH2:20][CH2:21][N:22]([CH3:24])[CH2:23][C:5]=4[C:4]=3[CH:3]=2)[CH2:34][CH2:33][CH2:32]1.